This data is from Catalyst prediction with 721,799 reactions and 888 catalyst types from USPTO. The task is: Predict which catalyst facilitates the given reaction. (1) Reactant: [F:1][C:2]1[CH:7]=[CH:6][C:5]([C:8]2[C:13](=[O:14])[NH:12][CH:11]=[C:10]([C:15]([O:17][CH3:18])=[O:16])[CH:9]=2)=[CH:4][CH:3]=1.Br[C:20]1[CH:25]=[CH:24][CH:23]=[CH:22][N:21]=1.CN[C@H]1[C@H](NC)CCCC1.C(=O)([O-])[O-].[K+].[K+]. Product: [F:1][C:2]1[CH:3]=[CH:4][C:5]([C:8]2[C:13](=[O:14])[N:12]([C:20]3[CH:25]=[CH:24][CH:23]=[CH:22][N:21]=3)[CH:11]=[C:10]([C:15]([O:17][CH3:18])=[O:16])[CH:9]=2)=[CH:6][CH:7]=1. The catalyst class is: 346. (2) The catalyst class is: 540. Reactant: [C:1]([O:5][C:6](=[O:11])[NH:7][CH2:8][C:9]#[CH:10])([CH3:4])([CH3:3])[CH3:2].C(NC(C)C)(C)C.[Cl:19][C:20]1[CH:21]=[C:22]([NH:35][C:36]2[C:45]3[C:40](=[CH:41][CH:42]=[C:43](I)[CH:44]=3)[N:39]=[CH:38][N:37]=2)[CH:23]=[CH:24][C:25]=1[O:26][CH2:27][C:28]1[CH:33]=[CH:32][CH:31]=[C:30]([F:34])[CH:29]=1. Product: [C:1]([O:5][C:6](=[O:11])[NH:7][CH2:8][C:9]#[C:10][C:43]1[CH:44]=[C:45]2[C:40](=[CH:41][CH:42]=1)[N:39]=[CH:38][N:37]=[C:36]2[NH:35][C:22]1[CH:23]=[CH:24][C:25]([O:26][CH2:27][C:28]2[CH:33]=[CH:32][CH:31]=[C:30]([F:34])[CH:29]=2)=[C:20]([Cl:19])[CH:21]=1)([CH3:4])([CH3:3])[CH3:2]. (3) Reactant: [Br:1][C:2]1[CH:7]=[C:6]([F:8])[CH:5]=[CH:4][C:3]=1[OH:9].C(=O)([O-])[O-].[K+].[K+].Br[CH:17]1[CH2:21][CH2:20][O:19][CH2:18]1. Product: [Br:1][C:2]1[CH:7]=[C:6]([F:8])[CH:5]=[CH:4][C:3]=1[O:9][CH:17]1[CH2:21][CH2:20][O:19][CH2:18]1. The catalyst class is: 10. (4) Reactant: [OH:1][C:2]1[C:10]([C:11]([F:14])([F:13])[F:12])=[CH:9][CH:8]=[CH:7][C:3]=1[C:4]([OH:6])=O.[CH3:15][Li].C. Product: [OH:1][C:2]1[C:10]([C:11]([F:14])([F:13])[F:12])=[CH:9][CH:8]=[CH:7][C:3]=1[C:4](=[O:6])[CH3:15]. The catalyst class is: 116. (5) Reactant: [F:1][C:2]1[CH:29]=[CH:28][CH:27]=[CH:26][C:3]=1[CH2:4][N:5]1[C:9]2[CH2:10][CH2:11][CH2:12][C:8]=2[C:7]([C:13]2[N:14]=[C:15](I)[C:16]3[C:21]([CH3:23])([CH3:22])[C:20](=[O:24])[NH:19][C:17]=3[N:18]=2)=[N:6]1.[F:30][C:31]([F:36])([F:35])[CH2:32][CH2:33][NH2:34]. Product: [F:1][C:2]1[CH:29]=[CH:28][CH:27]=[CH:26][C:3]=1[CH2:4][N:5]1[C:9]2[CH2:10][CH2:11][CH2:12][C:8]=2[C:7]([C:13]2[N:14]=[C:15]([NH:34][CH2:33][CH2:32][C:31]([F:36])([F:35])[F:30])[C:16]3[C:21]([CH3:23])([CH3:22])[C:20](=[O:24])[NH:19][C:17]=3[N:18]=2)=[N:6]1. The catalyst class is: 37. (6) Reactant: C(OC(=O)[NH:7][CH2:8][CH2:9][CH2:10][N:11]1[CH2:14][CH:13]([CH2:15][C:16]2[CH:21]=[CH:20][C:19]([Cl:22])=[CH:18][CH:17]=2)[CH2:12]1)(C)(C)C.FC(F)(F)C(O)=O. Product: [Cl:22][C:19]1[CH:18]=[CH:17][C:16]([CH2:15][CH:13]2[CH2:14][N:11]([CH2:10][CH2:9][CH2:8][NH2:7])[CH2:12]2)=[CH:21][CH:20]=1. The catalyst class is: 2. (7) Reactant: [N+]([C:4]1[CH:31]=[CH:30][C:7]2[N:8]=[C:9]([C:11]3[CH:12]=[CH:13][C:14]([N:17]4[CH2:22][CH2:21][N:20](C(OC(C)(C)C)=O)[CH2:19][CH2:18]4)=[N:15][CH:16]=3)[S:10][C:6]=2[CH:5]=1)([O-])=O.N.[CH3:33][OH:34]. Product: [CH3:33][O:34][C:4]1[CH:31]=[CH:30][C:7]2[N:8]=[C:9]([C:11]3[CH:16]=[N:15][C:14]([N:17]4[CH2:22][CH2:21][NH:20][CH2:19][CH2:18]4)=[CH:13][CH:12]=3)[S:10][C:6]=2[CH:5]=1. The catalyst class is: 45. (8) Reactant: [F:1][C:2]([F:15])([F:14])[C:3]([C:5]1[CH:13]=[CH:12][CH:11]=[CH:10][C:6]=1[C:7](O)=[O:8])=O.O.[NH2:17][NH2:18]. Product: [F:1][C:2]([F:15])([F:14])[C:3]1[C:5]2[C:6](=[CH:10][CH:11]=[CH:12][CH:13]=2)[C:7](=[O:8])[NH:18][N:17]=1. The catalyst class is: 14.